This data is from Peptide-MHC class II binding affinity with 134,281 pairs from IEDB. The task is: Regression. Given a peptide amino acid sequence and an MHC pseudo amino acid sequence, predict their binding affinity value. This is MHC class II binding data. The peptide sequence is NGSAEVHRGAVPRRG. The MHC is DRB4_0101 with pseudo-sequence DRB4_0103. The binding affinity (normalized) is 0.